From a dataset of TCR-epitope binding with 47,182 pairs between 192 epitopes and 23,139 TCRs. Binary Classification. Given a T-cell receptor sequence (or CDR3 region) and an epitope sequence, predict whether binding occurs between them. (1) The epitope is KRWIILGLNK. The TCR CDR3 sequence is CASRGTSGTIEQFF. Result: 1 (the TCR binds to the epitope). (2) The epitope is TLDSKTQSL. The TCR CDR3 sequence is CASSLSVEETQYF. Result: 0 (the TCR does not bind to the epitope).